This data is from Peptide-MHC class I binding affinity with 185,985 pairs from IEDB/IMGT. The task is: Regression. Given a peptide amino acid sequence and an MHC pseudo amino acid sequence, predict their binding affinity value. This is MHC class I binding data. (1) The peptide sequence is IPQSLDSWWRSL. The MHC is H-2-Ld with pseudo-sequence H-2-Ld. The binding affinity (normalized) is 0.445. (2) The peptide sequence is YKDANISMY. The MHC is HLA-B48:01 with pseudo-sequence HLA-B48:01. The binding affinity (normalized) is 0.0847. (3) The peptide sequence is AENDDVRST. The MHC is HLA-A02:01 with pseudo-sequence HLA-A02:01. The binding affinity (normalized) is 0.122. (4) The peptide sequence is IQFDWYPTS. The MHC is HLA-B15:17 with pseudo-sequence HLA-B15:17. The binding affinity (normalized) is 0.0847. (5) The peptide sequence is IIANARIEV. The MHC is HLA-B07:02 with pseudo-sequence HLA-B07:02. The binding affinity (normalized) is 0.267. (6) The peptide sequence is TLFGRGVIDT. The MHC is HLA-A02:01 with pseudo-sequence HLA-A02:01. The binding affinity (normalized) is 0.550.